This data is from Reaction yield outcomes from USPTO patents with 853,638 reactions. The task is: Predict the reaction yield, written as a fraction of the theoretical maximum amount of product (1.0 means a 100% yield; for example, 0.34 means a 34% yield). (1) The reactants are [F:1][C:2]1[CH:7]=[CH:6][C:5]([N:8]2[C:16]3[CH2:15][CH2:14][CH2:13][N:12]([C:17](=[O:28])[CH2:18][N:19]4[CH:23]=[C:22]([C:24]([NH2:27])=[N:25][OH:26])[CH:21]=[N:20]4)[C:11]=3[CH:10]=[N:9]2)=[CH:4][CH:3]=1.[CH3:29]C1C=CC(S(O)(=O)=O)=CC=1.O. The catalyst is C(OC)(OC)OC. The product is [F:1][C:2]1[CH:3]=[CH:4][C:5]([N:8]2[C:16]3[CH2:15][CH2:14][CH2:13][N:12]([C:17](=[O:28])[CH2:18][N:19]4[CH:23]=[C:22]([C:24]5[N:27]=[CH:29][O:26][N:25]=5)[CH:21]=[N:20]4)[C:11]=3[CH:10]=[N:9]2)=[CH:6][CH:7]=1. The yield is 0.210. (2) The reactants are [NH2:1][C:2]1[CH:7]=[C:6]([O:8][CH:9]([CH3:11])[CH3:10])[C:5]([CH3:12])=[CH:4][C:3]=1[NH:13][CH:14]1[CH2:19][CH2:18][N:17]([C:20]([O:22][C:23]([CH3:26])([CH3:25])[CH3:24])=[O:21])[CH2:16][CH2:15]1.[CH3:27][OH:28]. The catalyst is O1CCCC1. The product is [CH3:12][C:5]1[C:6]([O:8][CH:9]([CH3:10])[CH3:11])=[CH:7][C:2]2[NH:1][C:27](=[O:28])[N:13]([CH:14]3[CH2:19][CH2:18][N:17]([C:20]([O:22][C:23]([CH3:24])([CH3:26])[CH3:25])=[O:21])[CH2:16][CH2:15]3)[C:3]=2[CH:4]=1. The yield is 0.850.